Dataset: Reaction yield outcomes from USPTO patents with 853,638 reactions. Task: Predict the reaction yield, written as a fraction of the theoretical maximum amount of product (1.0 means a 100% yield; for example, 0.34 means a 34% yield). (1) The reactants are [CH3:1][O:2][C:3](=[O:13])[C@@H:4]([NH2:12])[CH2:5][CH:6]1[CH2:11][CH2:10][CH2:9][CH2:8][CH2:7]1.C(N(CC)C(C)C)(C)C.C([O:25][C:26](=O)/[CH:27]=[C:28](/[O:31][C:32]1[CH:37]=[C:36]([Cl:38])[CH:35]=[CH:34][C:33]=1[Cl:39])\[CH2:29]Br)C. The catalyst is CN(C)C=O. The product is [CH3:1][O:2][C:3](=[O:13])[C@@H:4]([N:12]1[CH2:29][C:28]([O:31][C:32]2[CH:37]=[C:36]([Cl:38])[CH:35]=[CH:34][C:33]=2[Cl:39])=[CH:27][C:26]1=[O:25])[CH2:5][CH:6]1[CH2:11][CH2:10][CH2:9][CH2:8][CH2:7]1. The yield is 0.150. (2) The product is [C:1]1([CH:7]2[CH2:8][CH2:9][CH:10]([NH2:13])[CH2:11][CH2:12]2)[CH:6]=[CH:5][CH:4]=[CH:3][CH:2]=1. The catalyst is C1COCC1.CCOC(C)=O. The reactants are [C:1]1([CH:7]2[CH2:12][CH2:11][C:10](=[N:13]O)[CH2:9][CH2:8]2)[CH:6]=[CH:5][CH:4]=[CH:3][CH:2]=1.[H-].[Al+3].[Li+].[H-].[H-].[H-].O.[OH-].[Na+]. The yield is 0.348. (3) The catalyst is O1CCCC1. The product is [Cl:1][C:2]1[C:3]([O:12][C:13]2[CH:18]=[C:17]([O:19][CH2:43][CH2:42][C:41]([OH:46])([CH3:45])[CH3:40])[CH:16]=[CH:15][C:14]=2/[CH:20]=[CH:21]/[C:22]([O:24][CH2:25][CH3:26])=[O:23])=[N:4][CH:5]=[C:6]([C:8]([F:9])([F:11])[F:10])[CH:7]=1. The yield is 0.120. The reactants are [Cl:1][C:2]1[C:3]([O:12][C:13]2[CH:18]=[C:17]([OH:19])[CH:16]=[CH:15][C:14]=2/[CH:20]=[CH:21]/[C:22]([O:24][CH2:25][CH3:26])=[O:23])=[N:4][CH:5]=[C:6]([C:8]([F:11])([F:10])[F:9])[CH:7]=1.C(P(CCCC)CCCC)CCC.[CH3:40][C:41]([OH:46])([CH3:45])[CH2:42][CH2:43]O.N(C(N1CCCCC1)=O)=NC(N1CCCCC1)=O. (4) The reactants are [H-].[Na+].[CH3:3][O:4][CH2:5][O:6][C:7]1[CH:8]=[C:9]([CH:19]=[C:20]([O:22][CH2:23][O:24][CH3:25])[CH:21]=1)[CH2:10][O:11][Si:12]([C:15]([CH3:18])([CH3:17])[CH3:16])([CH3:14])[CH3:13].CN([CH2:29][CH2:30]N(C)C)C.[Li][CH2:35][CH2:36][CH2:37][CH3:38].[Br-].[CH2:40]1[CH2:44]OC[CH2:41]1. The catalyst is [Cu]I. The product is [CH3:3][O:4][CH2:5][O:6][C:7]1[CH:8]=[C:9]([CH:19]=[C:20]([O:22][CH2:23][O:24][CH3:25])[C:21]=1[CH2:44]/[CH:40]=[CH:41]/[C:30]1[CH:29]=[CH:38][CH:37]=[CH:36][CH:35]=1)[CH2:10][O:11][Si:12]([C:15]([CH3:18])([CH3:17])[CH3:16])([CH3:14])[CH3:13]. The yield is 0.340. (5) The reactants are [CH3:1][O:2][C:3](=[O:22])[C:4]1[CH:18]=[C:17]([N+:19]([O-])=O)[CH:16]=[C:6]([C:7]([N:9]([CH2:13][CH2:14][CH3:15])[CH2:10][CH2:11][CH3:12])=[O:8])[CH:5]=1.CCO. The catalyst is [Pd].O. The product is [CH3:1][O:2][C:3](=[O:22])[C:4]1[CH:18]=[C:17]([NH2:19])[CH:16]=[C:6]([C:7]([N:9]([CH2:10][CH2:11][CH3:12])[CH2:13][CH2:14][CH3:15])=[O:8])[CH:5]=1. The yield is 0.880. (6) The reactants are [OH:1][C:2]1[N:7]([CH2:8][CH2:9][CH3:10])[C:6](=[O:11])[N:5]([CH2:12][C:13]2[CH:18]=[CH:17][CH:16]=[CH:15][CH:14]=2)[C:4](=[O:19])[C:3]=1[C:20]([NH:22][CH2:23][C:24]([OH:26])=[O:25])=[O:21].[CH2:27](N1C(=O)CC(=O)N(CC2C=CC=CC=2)C1=O)CCC.C(N(C(C)C)CC)(C)C.N(CC(OCC)=O)=C=O. The catalyst is C(Cl)(Cl)Cl. The product is [CH2:8]([N:7]1[C:2]([OH:1])=[C:3]([C:20]([NH:22][CH2:23][C:24]([OH:26])=[O:25])=[O:21])[C:4](=[O:19])[N:5]([CH2:12][C:13]2[CH:18]=[CH:17][CH:16]=[CH:15][CH:14]=2)[C:6]1=[O:11])[CH2:9][CH2:10][CH3:27]. The yield is 0.630.